Binary Classification. Given a miRNA mature sequence and a target amino acid sequence, predict their likelihood of interaction. From a dataset of Experimentally validated miRNA-target interactions with 360,000+ pairs, plus equal number of negative samples. The miRNA is mmu-miR-1938 with sequence CGGUGGGACUUGUAGUUCGGUC. The protein sequence of the target gene is MPRSRGGRAAPGPPPPPPPPGQAPRWSRWRVPGRLLLLLLPALCCLPGAARAAAAAAGAGNRAAVAVAVARADEAEAPFAGQNWLKSYGYLLPYDSRASALHSAKALQSAVSTMQQFYGIPVTGVLDQTTIEWMKKPRCGVPDHPHLSRRRRNKRYALTGQKWRQKHITYSIHNYTPKVGELDTRKAIRQAFDVWQKVTPLTFEEVPYHEIKSDRKEADIMIFFASGFHGDSSPFDGEGGFLAHAYFPGPGIGGDTHFDSDEPWTLGNANHDGNDLFLVAVHELGHALGLEHSSDPSAIM.... Result: 0 (no interaction).